Predict the product of the given reaction. From a dataset of Forward reaction prediction with 1.9M reactions from USPTO patents (1976-2016). (1) Given the reactants C([NH:8][C:9]1[CH:18]=[N:17][C:16]2[C:11](=[CH:12][CH:13]=[CH:14][CH:15]=2)[N:10]=1)C1C=CC=CC=1.C([O-])=O.[NH4+], predict the reaction product. The product is: [NH2:8][C:9]1[CH:18]=[N:17][C:16]2[C:11](=[CH:12][CH:13]=[CH:14][CH:15]=2)[N:10]=1. (2) Given the reactants [OH-:1].[Na+].[C:3](=[O:6])([O-])[O-].[K+].[K+].[NH2:9][C@@H:10]([CH2:14][CH2:15][CH3:16])[C:11](O)=O.[CH2:17](Br)[C:18]1[CH:23]=[CH:22][CH:21]=[CH:20][CH:19]=1, predict the reaction product. The product is: [CH2:17]([N:9]([CH2:17][C:18]1[CH:23]=[CH:22][CH:21]=[CH:20][CH:19]=1)[C@@H:10]([CH2:14][CH2:15][CH3:16])[C:11]([O:6][CH2:3][C:18]1[CH:23]=[CH:22][CH:21]=[CH:20][CH:19]=1)=[O:1])[C:18]1[CH:23]=[CH:22][CH:21]=[CH:20][CH:19]=1. (3) Given the reactants Cl.[NH2:2][CH2:3][C:4]([NH:6][CH:7]([C:14]1[CH:19]=[CH:18][C:17]([Cl:20])=[CH:16][CH:15]=1)[C:8]1[CH:13]=[CH:12][CH:11]=[CH:10][CH:9]=1)=[O:5].[C:21]([C:23]1[CH:31]=[CH:30][C:26]([C:27](O)=[O:28])=[CH:25][CH:24]=1)#[N:22], predict the reaction product. The product is: [Cl:20][C:17]1[CH:18]=[CH:19][C:14]([CH:7]([NH:6][C:4]([CH2:3][NH:2][C:27](=[O:28])[C:26]2[CH:30]=[CH:31][C:23]([C:21]#[N:22])=[CH:24][CH:25]=2)=[O:5])[C:8]2[CH:13]=[CH:12][CH:11]=[CH:10][CH:9]=2)=[CH:15][CH:16]=1. (4) The product is: [Cl:17][CH2:18][C:19]([NH:4][C:3]1[CH:5]=[CH:6][C:7]([F:9])=[CH:8][C:2]=1[F:1])=[O:20]. Given the reactants [F:1][C:2]1[CH:8]=[C:7]([F:9])[CH:6]=[CH:5][C:3]=1[NH2:4].C(N(CC)CC)C.[Cl:17][CH2:18][C:19](Cl)=[O:20], predict the reaction product. (5) Given the reactants [F:1][C:2]1[CH:7]=[CH:6][C:5]([N:8]2[C:17]3[C:12](=[CH:13][C:14]([OH:18])=[CH:15][CH:16]=3)[C:11](=[O:19])[C:10]([C:20]([O:22][CH3:23])=[O:21])=[CH:9]2)=[CH:4][CH:3]=1.[N:24]1[CH:29]=[CH:28][CH:27]=[C:26]([CH2:30]O)[CH:25]=1.C1(P(C2C=CC=CC=2)C2C=CC=CC=2)C=CC=CC=1.CC(OC(/N=N/C(OC(C)(C)C)=O)=O)(C)C, predict the reaction product. The product is: [F:1][C:2]1[CH:3]=[CH:4][C:5]([N:8]2[C:17]3[C:12](=[CH:13][C:14]([O:18][CH2:30][C:26]4[CH:25]=[N:24][CH:29]=[CH:28][CH:27]=4)=[CH:15][CH:16]=3)[C:11](=[O:19])[C:10]([C:20]([O:22][CH3:23])=[O:21])=[CH:9]2)=[CH:6][CH:7]=1. (6) The product is: [Cl:25][C:26]1[CH:27]=[C:28]([CH:32]=[CH:33][CH:34]=1)[C:29]([NH:1][C:2]1[C:3]([N:9]2[CH2:10][CH2:11][N:12]([C:15](=[O:24])[CH2:16][N:17]3[C:21]([CH3:22])=[CH:20][C:19]([CH3:23])=[N:18]3)[CH2:13][CH2:14]2)=[N:4][CH:5]=[C:6]([Cl:8])[CH:7]=1)=[O:30]. Given the reactants [NH2:1][C:2]1[C:3]([N:9]2[CH2:14][CH2:13][N:12]([C:15](=[O:24])[CH2:16][N:17]3[C:21]([CH3:22])=[CH:20][C:19]([CH3:23])=[N:18]3)[CH2:11][CH2:10]2)=[N:4][CH:5]=[C:6]([Cl:8])[CH:7]=1.[Cl:25][C:26]1[CH:27]=[C:28]([CH:32]=[CH:33][CH:34]=1)[C:29](Cl)=[O:30].C(N(CC)C(C)C)(C)C, predict the reaction product.